This data is from Reaction yield outcomes from USPTO patents with 853,638 reactions. The task is: Predict the reaction yield, written as a fraction of the theoretical maximum amount of product (1.0 means a 100% yield; for example, 0.34 means a 34% yield). (1) The reactants are [OH:1][CH:2]1[C@@H:6]2[CH2:7][N:8](C(OCC3C=CC=CC=3)=O)[CH2:9][C@@H:5]2[CH2:4][CH2:3]1. The catalyst is C1COCC1.CO.[Pd]. The product is [CH2:9]1[C@@H:5]2[CH2:4][CH2:3][CH:2]([OH:1])[C@@H:6]2[CH2:7][NH:8]1. The yield is 1.00. (2) The reactants are [CH2:1]([O:3][C@@H:4]1[CH2:8][N:7]([C:9](=[O:19])[C@@H:10]([NH:14][C:15](=[O:18])[O:16][CH3:17])[CH:11]([CH3:13])[CH3:12])[C@H:6]([C:20]2[NH:24][C:23]3[C:25]4[C:30]([CH:31]=[CH:32][C:22]=3[N:21]=2)=[CH:29][C:28]2[C:33]3[C:38]([CH2:39][O:40][C:27]=2[CH:26]=4)=[CH:37][C:36](B2OC(C)(C)C(C)(C)O2)=[CH:35][CH:34]=3)[CH2:5]1)[CH3:2].Br[C:51]1[NH:55][C:54]([C@@H:56]2[CH2:60][CH2:59][CH2:58][N:57]2[C:61]([O:63][C:64]([CH3:67])([CH3:66])[CH3:65])=[O:62])=[N:53][CH:52]=1.C(=O)([O-])[O-].[K+].[K+]. The catalyst is COCCOC.CN(C=O)C.CCOC(C)=O.C1C=CC([P]([Pd]([P](C2C=CC=CC=2)(C2C=CC=CC=2)C2C=CC=CC=2)([P](C2C=CC=CC=2)(C2C=CC=CC=2)C2C=CC=CC=2)[P](C2C=CC=CC=2)(C2C=CC=CC=2)C2C=CC=CC=2)(C2C=CC=CC=2)C2C=CC=CC=2)=CC=1.C1C=CC(P(C2C=CC=CC=2)[C-]2C=CC=C2)=CC=1.C1C=CC(P(C2C=CC=CC=2)[C-]2C=CC=C2)=CC=1.Cl[Pd]Cl.[Fe+2]. The product is [CH2:1]([O:3][C@@H:4]1[CH2:8][N:7]([C:9](=[O:19])[C@H:10]([CH:11]([CH3:13])[CH3:12])[NH:14][C:15]([O:16][CH3:17])=[O:18])[C@H:6]([C:20]2[NH:24][C:23]3[C:25]4[C:30]([CH:31]=[CH:32][C:22]=3[N:21]=2)=[CH:29][C:28]2[C:33]3[C:38]([CH2:39][O:40][C:27]=2[CH:26]=4)=[CH:37][C:36]([C:51]2[NH:55][C:54]([C@@H:56]4[CH2:60][CH2:59][CH2:58][N:57]4[C:61]([O:63][C:64]([CH3:67])([CH3:66])[CH3:65])=[O:62])=[N:53][CH:52]=2)=[CH:35][CH:34]=3)[CH2:5]1)[CH3:2]. The yield is 0.330.